Task: Predict the reaction yield, written as a fraction of the theoretical maximum amount of product (1.0 means a 100% yield; for example, 0.34 means a 34% yield).. Dataset: Reaction yield outcomes from USPTO patents with 853,638 reactions (1) The reactants are Cl[C:2]1[C:7]([CH:8]([CH2:13][CH2:14][CH3:15])[C:9]([O:11][CH3:12])=[O:10])=[C:6]([CH3:16])[N:5]=[C:4]([C:17]2[CH:22]=[CH:21][CH:20]=[CH:19][CH:18]=2)[N:3]=1.C(N(CC)C(C)C)(C)C.[CH:32]([C:35]1[CH:40]=[CH:39][C:38](B(O)O)=[CH:37][CH:36]=1)([CH3:34])[CH3:33]. The catalyst is COCCOC.O.[Pd].C1(P(C2C=CC=CC=2)C2C=CC=CC=2)C=CC=CC=1.C1(P(C2C=CC=CC=2)C2C=CC=CC=2)C=CC=CC=1.C1(P(C2C=CC=CC=2)C2C=CC=CC=2)C=CC=CC=1.C1(P(C2C=CC=CC=2)C2C=CC=CC=2)C=CC=CC=1. The product is [CH:32]([C:35]1[CH:40]=[CH:39][C:38]([C:2]2[C:7]([CH:8]([CH2:13][CH2:14][CH3:15])[C:9]([O:11][CH3:12])=[O:10])=[C:6]([CH3:16])[N:5]=[C:4]([C:17]3[CH:22]=[CH:21][CH:20]=[CH:19][CH:18]=3)[N:3]=2)=[CH:37][CH:36]=1)([CH3:34])[CH3:33]. The yield is 0.730. (2) The reactants are [Br:1][C:2]1[CH:7]=[CH:6][C:5]([C:8]([F:11])([F:10])[F:9])=[CH:4][C:3]=1I.[N:13]1[CH:18]=[CH:17][CH:16]=[C:15](B(O)O)[CH:14]=1.C(=O)([O-])[O-].[K+].[K+]. The catalyst is O1CCOCC1.O.C1C=CC([P]([Pd]([P](C2C=CC=CC=2)(C2C=CC=CC=2)C2C=CC=CC=2)([P](C2C=CC=CC=2)(C2C=CC=CC=2)C2C=CC=CC=2)[P](C2C=CC=CC=2)(C2C=CC=CC=2)C2C=CC=CC=2)(C2C=CC=CC=2)C2C=CC=CC=2)=CC=1. The product is [Br:1][C:2]1[CH:7]=[CH:6][C:5]([C:8]([F:11])([F:10])[F:9])=[CH:4][C:3]=1[C:15]1[CH:14]=[N:13][CH:18]=[CH:17][CH:16]=1. The yield is 0.698. (3) The reactants are [N:1]1[CH:6]=[CH:5][N:4]=[CH:3][C:2]=1[C:7](Cl)=[O:8].[C:10]([O:13][C:14]1[C:23]2[C:18](=[C:19]([NH2:24])[CH:20]=[CH:21][CH:22]=2)[N:17]=[C:16]([C:25]2[CH:30]=[CH:29][CH:28]=[C:27]([C:31]([F:34])([F:33])[F:32])[CH:26]=2)[CH:15]=1)(=[O:12])[CH3:11].C(N(CC)CC)C.C([O-])(O)=O.[Na+]. The catalyst is ClCCl. The product is [C:10]([O:13][C:14]1[C:23]2[C:18](=[C:19]([NH:24][C:7]([C:2]3[CH:3]=[N:4][CH:5]=[CH:6][N:1]=3)=[O:8])[CH:20]=[CH:21][CH:22]=2)[N:17]=[C:16]([C:25]2[CH:30]=[CH:29][CH:28]=[C:27]([C:31]([F:34])([F:32])[F:33])[CH:26]=2)[CH:15]=1)(=[O:12])[CH3:11]. The yield is 0.500. (4) The reactants are [S-:1][C:2]#[N:3].[K+].[Br:5][C:6]1[CH:7]=[C:8]([NH2:17])[CH:9]=[N:10][C:11]=1[O:12][CH2:13][CH2:14][O:15][CH3:16].BrBr. The catalyst is C(O)(=O)C. The product is [Br:5][C:6]1[CH:7]=[C:8]2[N:17]=[C:2]([NH2:3])[S:1][C:9]2=[N:10][C:11]=1[O:12][CH2:13][CH2:14][O:15][CH3:16]. The yield is 0.677. (5) The reactants are [Br:1][C:2]1[CH:3]=[C:4]([N:9]2[C:13](=[O:14])[O:12][N:11]=[C:10]2[C:15]2[C:16]([NH:20][C:21](=[O:26])[C:22]([F:25])([F:24])[F:23])=[N:17][O:18][N:19]=2)[CH:5]=[CH:6][C:7]=1[F:8].[CH2:27]([OH:34])[C:28]1[CH:33]=[CH:32][CH:31]=[N:30][CH:29]=1.C1(P(C2C=CC=CC=2)C2C=CC=CC=2)C=CC=CC=1.N(C(OC(C)C)=O)=NC(OC(C)C)=O. The catalyst is O1CCCC1. The product is [F:23][C:22]([F:25])([F:24])[C:21]([OH:26])=[O:34].[Br:1][C:2]1[CH:3]=[C:4]([N:9]2[C:13](=[O:14])[O:12][N:11]=[C:10]2[C:15]2[C:16]([NH:20][CH2:27][C:28]3[CH:29]=[N:30][CH:31]=[CH:32][CH:33]=3)=[N:17][O:18][N:19]=2)[CH:5]=[CH:6][C:7]=1[F:8]. The yield is 0.0600.